From a dataset of Catalyst prediction with 721,799 reactions and 888 catalyst types from USPTO. Predict which catalyst facilitates the given reaction. Reactant: [C:1]([C:5]1[CH:10]=[CH:9][C:8]([C:11]2[N:16]=[CH:15][C:14]([CH:17](S(C3C=CC=CC=3)(=O)=O)[C:18]#[N:19])=[CH:13][C:12]=2[CH3:29])=[CH:7][CH:6]=1)([CH3:4])([CH3:3])[CH3:2].C(O)(=O)C. Product: [C:1]([C:5]1[CH:6]=[CH:7][C:8]([C:11]2[N:16]=[CH:15][C:14]([CH2:17][C:18]#[N:19])=[CH:13][C:12]=2[CH3:29])=[CH:9][CH:10]=1)([CH3:4])([CH3:3])[CH3:2]. The catalyst class is: 490.